From a dataset of Forward reaction prediction with 1.9M reactions from USPTO patents (1976-2016). Predict the product of the given reaction. Given the reactants Cl[C:2]1[N:3]=[C:4]([N:11]2[CH2:16][CH2:15][O:14][CH2:13][C@@H:12]2[CH3:17])[C:5]2[CH:10]=[CH:9][S:8][C:6]=2[N:7]=1.CC1(C)C(C)(C)OB([C:26]2[CH:31]=[CH:30][N:29]=[C:28]([NH2:32])[N:27]=2)O1, predict the reaction product. The product is: [CH3:17][C@@H:12]1[N:11]([C:4]2[C:5]3[CH:10]=[CH:9][S:8][C:6]=3[N:7]=[C:2]([C:31]3[CH:26]=[N:27][C:28]([NH2:32])=[N:29][CH:30]=3)[N:3]=2)[CH2:16][CH2:15][O:14][CH2:13]1.